The task is: Regression. Given a peptide amino acid sequence and an MHC pseudo amino acid sequence, predict their binding affinity value. This is MHC class II binding data.. This data is from Peptide-MHC class II binding affinity with 134,281 pairs from IEDB. (1) The peptide sequence is KTVRAVLMELRSRCG. The MHC is H-2-IAd with pseudo-sequence H-2-IAd. The binding affinity (normalized) is 0.384. (2) The peptide sequence is DYGILQIKSR. The MHC is H-2-IAk with pseudo-sequence H-2-IAk. The binding affinity (normalized) is 0.242. (3) The peptide sequence is QKQLLTNHLINTPKI. The MHC is DRB1_0701 with pseudo-sequence DRB1_0701. The binding affinity (normalized) is 0.224. (4) The peptide sequence is DVKCPGGGQIVGGVY. The MHC is HLA-DQA10501-DQB10301 with pseudo-sequence HLA-DQA10501-DQB10301. The binding affinity (normalized) is 0.735. (5) The peptide sequence is IARLPQVASYVYRRI. The MHC is HLA-DQA10501-DQB10301 with pseudo-sequence HLA-DQA10501-DQB10301. The binding affinity (normalized) is 0.181. (6) The peptide sequence is AARTAGTTVYGAFAA. The MHC is HLA-DPA10103-DPB10401 with pseudo-sequence HLA-DPA10103-DPB10401. The binding affinity (normalized) is 0.197.